Task: Predict the reactants needed to synthesize the given product.. Dataset: Full USPTO retrosynthesis dataset with 1.9M reactions from patents (1976-2016) (1) Given the product [ClH:33].[ClH:33].[CH2:15]([NH:24][C:11](=[NH:12])[NH:10][C:9](=[NH:13])[N:8]([CH3:14])[CH2:1][C:2]1[CH:3]=[CH:4][CH:5]=[CH:6][CH:7]=1)[CH2:16][CH2:17][CH2:18][CH2:19][CH2:20][CH2:21][CH2:22][CH3:23], predict the reactants needed to synthesize it. The reactants are: [CH2:1]([N:8]([CH3:14])[C:9]([NH2:13])=[N:10][C:11]#[N:12])[C:2]1[CH:7]=[CH:6][CH:5]=[CH:4][CH:3]=1.[CH2:15]([NH2:24])[CH2:16][CH2:17][CH2:18][CH2:19][CH2:20][CH2:21][CH2:22][CH3:23].C1(C)C(C)=CC=CC=1.[ClH:33]. (2) Given the product [C:1]([O-:12])(=[O:11])[CH2:2][CH2:3][CH2:4][CH2:5][CH2:6][C:7]([CH3:8])([CH3:9])[CH3:10].[Mn+2:17].[C:1]([O-:12])(=[O:11])[CH2:2][CH2:3][CH2:4][CH2:5][CH2:6][C:7]([CH3:8])([CH3:9])[CH3:10], predict the reactants needed to synthesize it. The reactants are: [C:1]([OH:12])(=[O:11])[CH2:2][CH2:3][CH2:4][CH2:5][CH2:6][C:7]([CH3:10])([CH3:9])[CH3:8].C([O-])(=O)C.[Mn+2:17].C([O-])(=O)C. (3) Given the product [F:21][C:15]1[CH:16]=[C:17]([F:20])[CH:18]=[CH:19][C:14]=1[CH2:13][N:12]1[C:7]([C:5]2[S:6][C:2]([C:34]3[CH:33]=[N:32][C:31]([S:30][CH3:29])=[CH:36][CH:35]=3)=[CH:3][CH:4]=2)=[CH:8][C:9]([C:25]([F:28])([F:27])[F:26])=[C:10]([C:23]#[N:24])[C:11]1=[O:22], predict the reactants needed to synthesize it. The reactants are: Br[C:2]1[S:6][C:5]([C:7]2[N:12]([CH2:13][C:14]3[CH:19]=[CH:18][C:17]([F:20])=[CH:16][C:15]=3[F:21])[C:11](=[O:22])[C:10]([C:23]#[N:24])=[C:9]([C:25]([F:28])([F:27])[F:26])[CH:8]=2)=[CH:4][CH:3]=1.[CH3:29][S:30][C:31]1[CH:36]=[CH:35][C:34](B2OC(C)(C)C(C)(C)O2)=[CH:33][N:32]=1.C(=O)([O-])[O-].[K+].[K+]. (4) Given the product [F:10][C:4]1[CH:5]=[C:6]([F:9])[CH:7]=[CH:8][C:3]=1[CH2:2][B:11]1[O:15][C:14]([CH3:17])([CH3:16])[C:13]([CH3:19])([CH3:18])[O:12]1, predict the reactants needed to synthesize it. The reactants are: Cl[CH2:2][C:3]1[CH:8]=[CH:7][C:6]([F:9])=[CH:5][C:4]=1[F:10].[B:11]1([B:11]2[O:15][C:14]([CH3:17])([CH3:16])[C:13]([CH3:19])([CH3:18])[O:12]2)[O:15][C:14]([CH3:17])([CH3:16])[C:13]([CH3:19])([CH3:18])[O:12]1.C([O-])(=O)C.[K+]. (5) Given the product [Br:1][C:2]1[CH:3]=[CH:4][C:5]([C:8]2[CH:13]=[N:12][C:11]([C:14]#[N:15])=[N:19][CH:9]=2)=[CH:6][CH:7]=1, predict the reactants needed to synthesize it. The reactants are: [Br:1][C:2]1[CH:7]=[CH:6][C:5]([C:8]2[CH:9]=C[C:11]([C:14]#[N:15])=[N:12][CH:13]=2)=[CH:4][CH:3]=1.BrC1C=[N:19]C(C#N)=NC=1.BrC1C=CC(B(O)O)=CC=1. (6) Given the product [Cl:35][C:14]1[C:19]2[C:20]3[CH2:26][CH2:25][CH2:24][N:23]([C:27]([O:29][C:30]([CH3:33])([CH3:32])[CH3:31])=[O:28])[CH2:22][C:21]=3[S:34][C:18]=2[N:17]=[CH:16][N:15]=1, predict the reactants needed to synthesize it. The reactants are: S1(CCCC1)(=O)=O.P(Cl)(Cl)(Cl)=O.O=[C:14]1[C:19]2[C:20]3[CH2:26][CH2:25][CH2:24][N:23]([C:27]([O:29][C:30]([CH3:33])([CH3:32])[CH3:31])=[O:28])[CH2:22][C:21]=3[S:34][C:18]=2[N:17]=[CH:16][NH:15]1.[Cl-:35].[Na+]. (7) The reactants are: [OH:1][CH2:2][C@@H:3]1[CH2:8][C@H:7]2[CH2:9][C@@:6]32[C@H:10]2[C@H:19]([CH2:20][CH2:21][C@:4]13[CH3:5])[C@@H:18]1[C:13](=[CH:14][C:15](=[O:22])[CH2:16][CH2:17]1)[CH2:12][C@H:11]2[CH3:23].[CH2:24](N(CC)CC)C.[C:31]1([SH:37])[CH:36]=[CH:35][CH:34]=[CH:33][CH:32]=1.[OH-].[K+]. Given the product [OH:1][CH2:2][C@@H:3]1[CH2:8][C@H:7]2[CH2:9][C@@:6]32[C@H:10]2[C@H:19]([CH2:20][CH2:21][C@:4]13[CH3:5])[C@@H:18]1[C:13](=[C:14]([CH2:24][S:37][C:31]3[CH:36]=[CH:35][CH:34]=[CH:33][CH:32]=3)[C:15](=[O:22])[CH2:16][CH2:17]1)[CH2:12][C@H:11]2[CH3:23], predict the reactants needed to synthesize it. (8) Given the product [C:1]1([CH:7]([O:23][C:24]2[CH:25]=[CH:26][C:27]([C:30]([F:31])([F:32])[F:33])=[CH:28][CH:29]=2)[CH2:8][CH2:9][CH2:10][CH2:11][NH2:12])[CH:6]=[CH:5][CH:4]=[CH:3][CH:2]=1, predict the reactants needed to synthesize it. The reactants are: [C:1]1([CH:7]([O:23][C:24]2[CH:29]=[CH:28][C:27]([C:30]([F:33])([F:32])[F:31])=[CH:26][CH:25]=2)[CH2:8][CH2:9][CH2:10][CH2:11][N:12]2C(=O)C3C(=CC=CC=3)C2=O)[CH:6]=[CH:5][CH:4]=[CH:3][CH:2]=1.O.NN. (9) The reactants are: [F:1][CH2:2][C@:3]1([C:40]([O:42]CC2C=CC=CC=2)=[O:41])[CH2:8][CH2:7][C:6]([C:9]2[C:10]([CH3:39])([CH3:38])[C@H:11]3[C@:24]([CH3:27])([CH2:25][CH:26]=2)[C@@H:23]2[C@:14]([CH3:37])([C@@:15]4([CH3:36])[C@H:20]([CH2:21][CH2:22]2)[C@H:19]2[C@H:28]([C:31]([CH3:33])=[CH2:32])[CH2:29][CH2:30][C@:18]2([CH:34]=O)[CH2:17][CH2:16]4)[CH2:13][CH2:12]3)=[CH:5][CH2:4]1.C(O)(=O)C.[NH2:54][CH2:55][CH2:56][CH2:57][N:58]1[CH2:63][CH2:62][S:61](=[O:65])(=[O:64])[CH2:60][CH2:59]1.C(O[BH-](OC(=O)C)OC(=O)C)(=O)C.[Na+]. Given the product [O:64]=[S:61]1(=[O:65])[CH2:60][CH2:59][N:58]([CH2:57][CH2:56][CH2:55][NH:54][CH2:34][C@:18]23[CH2:30][CH2:29][C@@H:28]([C:31]([CH3:33])=[CH2:32])[C@@H:19]2[C@@H:20]2[C@@:15]([CH3:36])([CH2:16][CH2:17]3)[C@@:14]3([CH3:37])[C@@H:23]([C@:24]4([CH3:27])[C@@H:11]([CH2:12][CH2:13]3)[C:10]([CH3:38])([CH3:39])[C:9]([C:6]3[CH2:7][CH2:8][C@:3]([CH2:2][F:1])([C:40]([OH:42])=[O:41])[CH2:4][CH:5]=3)=[CH:26][CH2:25]4)[CH2:22][CH2:21]2)[CH2:63][CH2:62]1, predict the reactants needed to synthesize it. (10) Given the product [N:7]1([S:12]([C:15]2[CH:16]=[C:17]3[C:21](=[CH:22][CH:23]=2)[N:20]([CH:32]([CH3:31])[CH:33]([Br:35])[CH3:34])[C:19](=[O:24])[C:18]23[O:29][CH2:28][CH2:27][CH2:26][O:25]2)(=[O:13])=[O:14])[CH2:11][CH2:10][CH2:9][CH2:8]1, predict the reactants needed to synthesize it. The reactants are: CC(C)([O-])C.[K+].[N:7]1([S:12]([C:15]2[CH:16]=[C:17]3[C:21](=[CH:22][CH:23]=2)[NH:20][C:19](=[O:24])[C:18]23[O:29][CH2:28][CH2:27][CH2:26][O:25]2)(=[O:14])=[O:13])[CH2:11][CH2:10][CH2:9][CH2:8]1.Br[CH2:31][CH2:32][CH:33]([Br:35])[CH3:34].O.